Dataset: Catalyst prediction with 721,799 reactions and 888 catalyst types from USPTO. Task: Predict which catalyst facilitates the given reaction. (1) Reactant: ClC1C=CSC=1C([N:9]([C:11]([N:13]1[CH2:18][CH2:17][CH2:16][CH2:15][CH2:14]1)=[O:12])[NH2:10])=O.[Cl:19][C:20]1[CH:24]=[CH:23][S:22][C:21]=1[C:25](NN)=O.CCN(CC)CC.N1(C(Cl)=O)CCCCC1. Product: [Cl:19][C:20]1[CH:24]=[CH:23][S:22][C:21]=1[C:25]1[O:12][C:11]([N:13]2[CH2:14][CH2:15][CH2:16][CH2:17][CH2:18]2)=[N:9][N:10]=1. The catalyst class is: 90. (2) Reactant: [CH3:1][CH2:2][O:3][C:4](/[C:6](/Cl)=[N:7]\[OH:8])=[O:5].[C:10]([OH:14])(=[O:13])[C:11]#[CH:12].C(N(CC)CC)C. Product: [CH2:2]([O:3][C:4]([C:6]1[CH:12]=[C:11]([C:10]([OH:14])=[O:13])[O:8][N:7]=1)=[O:5])[CH3:1]. The catalyst class is: 27. (3) Reactant: N[CH2:2][CH2:3][NH:4][C:5]([CH:7]1[CH2:12][CH2:11][N:10]([C:13]2[C:18]([Cl:19])=[CH:17][N:16]=[CH:15][C:14]=2[Cl:20])[CH2:9][CH2:8]1)=[O:6].[CH:21]1([CH:27]=O)[CH2:26][CH2:25][CH2:24][CH2:23][CH2:22]1.[C:29]([BH3-])#[N:30].[Na+]. Product: [CH:21]1([CH2:27][N:30]([CH2:29][CH:21]2[CH2:26][CH2:25][CH2:24][CH2:23][CH2:22]2)[CH2:2][CH2:3][NH:4][C:5]([CH:7]2[CH2:8][CH2:9][N:10]([C:13]3[C:14]([Cl:20])=[CH:15][N:16]=[CH:17][C:18]=3[Cl:19])[CH2:11][CH2:12]2)=[O:6])[CH2:26][CH2:25][CH2:24][CH2:23][CH2:22]1. The catalyst class is: 5. (4) Reactant: [Cl:1][C:2]1[CH:7]=[CH:6][C:5]([N:8]=[C:9]=[O:10])=[CH:4][C:3]=1[C:11]([F:14])([F:13])[F:12].Cl.[N+:16]([C:19]1[CH:20]=[C:21]([CH:24]=[CH:25][CH:26]=1)[CH2:22][NH2:23])([O-:18])=[O:17].C(N(CC)CC)C. Product: [Cl:1][C:2]1[CH:7]=[CH:6][C:5]([NH:8][C:9]([NH:23][CH2:22][C:21]2[CH:24]=[CH:25][CH:26]=[C:19]([N+:16]([O-:18])=[O:17])[CH:20]=2)=[O:10])=[CH:4][C:3]=1[C:11]([F:12])([F:13])[F:14]. The catalyst class is: 10. (5) Reactant: Br[C:2]1[C:10]2[C:5](=[N:6][C:7]([S:11][CH3:12])=[N:8][CH:9]=2)[NH:4][N:3]=1.[C:13]1(B(O)O)[CH:18]=[CH:17][CH:16]=[CH:15][CH:14]=1.P(=O)([O-])[O-].[K+].[K+].O1CCOCC1. Product: [CH3:12][S:11][C:7]1[N:6]=[C:5]2[NH:4][N:3]=[C:2]([C:13]3[CH:18]=[CH:17][CH:16]=[CH:15][CH:14]=3)[C:10]2=[CH:9][N:8]=1. The catalyst class is: 103. (6) Reactant: [CH2:1]([O:5][CH2:6][CH2:7][O:8][C:9]1[CH:14]=[CH:13][C:12]([C:15]2[CH:16]=[CH:17][C:18]3[N:25]([CH2:26][CH2:27][CH3:28])[CH2:24][CH2:23][CH2:22][C:21]([C:29]([NH:31][C:32]4[CH:37]=[CH:36][C:35]([S:38][CH2:39][C:40]5[N:44]([CH2:45][CH2:46][CH3:47])[CH:43]=[N:42][N:41]=5)=[CH:34][CH:33]=4)=[O:30])=[CH:20][C:19]=3[CH:48]=2)=[CH:11][CH:10]=1)[CH2:2][CH2:3][CH3:4].ClC1C=CC=C(C(OO)=[O:57])C=1.S([O-])([O-])(=O)=S.[Na+].[Na+]. Product: [CH2:1]([O:5][CH2:6][CH2:7][O:8][C:9]1[CH:14]=[CH:13][C:12]([C:15]2[CH:16]=[CH:17][C:18]3[N:25]([CH2:26][CH2:27][CH3:28])[CH2:24][CH2:23][CH2:22][C:21]([C:29]([NH:31][C:32]4[CH:33]=[CH:34][C:35]([S:38]([CH2:39][C:40]5[N:44]([CH2:45][CH2:46][CH3:47])[CH:43]=[N:42][N:41]=5)=[O:57])=[CH:36][CH:37]=4)=[O:30])=[CH:20][C:19]=3[CH:48]=2)=[CH:11][CH:10]=1)[CH2:2][CH2:3][CH3:4]. The catalyst class is: 4. (7) Reactant: P(Cl)(Cl)([Cl:3])=O.[CH2:6]([C:8]1[S:17][C:11]2[N:12]=[CH:13][N:14]=[C:15](O)[C:10]=2[CH:9]=1)[CH3:7]. Product: [Cl:3][C:15]1[C:10]2[CH:9]=[C:8]([CH2:6][CH3:7])[S:17][C:11]=2[N:12]=[CH:13][N:14]=1. The catalyst class is: 12. (8) Reactant: [Br:1][C:2]1[CH:7]=[CH:6][C:5]([CH2:8][CH2:9][CH2:10][NH:11][CH2:12][CH2:13][CH2:14][O:15][CH3:16])=[CH:4][CH:3]=1.C1COCC1.[CH3:22][C:23]([O:26][C:27](O[C:27]([O:26][C:23]([CH3:25])([CH3:24])[CH3:22])=[O:28])=[O:28])([CH3:25])[CH3:24]. Product: [Br:1][C:2]1[CH:3]=[CH:4][C:5]([CH2:8][CH2:9][CH2:10][N:11]([CH2:12][CH2:13][CH2:14][O:15][CH3:16])[C:27](=[O:28])[O:26][C:23]([CH3:25])([CH3:24])[CH3:22])=[CH:6][CH:7]=1. The catalyst class is: 74. (9) Product: [CH2:1]([NH:3][C:4]1[S:5][CH:6]=[C:7]([CH2:9][CH2:10][O:11][C:25]2[CH:26]=[CH:27][C:28]3[CH2:34][CH:33]([CH2:35][C:36]([O:38][CH2:39][CH3:40])=[O:37])[C:32]4[CH:41]=[CH:42][CH:43]=[CH:44][C:31]=4[CH2:30][C:29]=3[CH:45]=2)[N:8]=1)[CH3:2]. Reactant: [CH2:1]([NH:3][C:4]1[S:5][CH:6]=[C:7]([CH2:9][CH2:10][OH:11])[N:8]=1)[CH3:2].N(C(OCC)=O)=NC(OCC)=O.O[C:25]1[CH:26]=[CH:27][C:28]2[CH2:34][CH:33]([CH2:35][C:36]([O:38][CH2:39][CH3:40])=[O:37])[C:32]3[CH:41]=[CH:42][CH:43]=[CH:44][C:31]=3[CH2:30][C:29]=2[CH:45]=1.C1(P(C2C=CC=CC=2)C2C=CC=CC=2)C=CC=CC=1. The catalyst class is: 3. (10) Reactant: [F:1][CH:2]1[C:7](=[O:8])[CH2:6][CH2:5][N:4]([C:9]([O:11][C:12]([CH3:15])([CH3:14])[CH3:13])=[O:10])[CH2:3]1.[BH4-].[Na+]. Product: [F:1][CH:2]1[CH:7]([OH:8])[CH2:6][CH2:5][N:4]([C:9]([O:11][C:12]([CH3:15])([CH3:14])[CH3:13])=[O:10])[CH2:3]1. The catalyst class is: 5.